Predict which catalyst facilitates the given reaction. From a dataset of Catalyst prediction with 721,799 reactions and 888 catalyst types from USPTO. Reactant: [CH3:1][O:2][C:3]1[CH:8]=[C:7]([CH:9]2[CH2:14][CH2:13][N:12]([CH3:15])[CH2:11][CH2:10]2)[C:6]([N+:16]([O-:18])=[O:17])=[CH:5][C:4]=1[NH:19]C(=O)C.Cl. Product: [CH3:1][O:2][C:3]1[CH:8]=[C:7]([CH:9]2[CH2:10][CH2:11][N:12]([CH3:15])[CH2:13][CH2:14]2)[C:6]([N+:16]([O-:18])=[O:17])=[CH:5][C:4]=1[NH2:19]. The catalyst class is: 5.